Predict the product of the given reaction. From a dataset of Forward reaction prediction with 1.9M reactions from USPTO patents (1976-2016). (1) The product is: [CH2:17]([O:24][C:25]1[CH:26]=[CH:27][C:28]([O:31][CH2:2][CH2:3][CH:4]2[CH2:9][CH2:8][N:7]([C:10]([O:12][C:13]([CH3:16])([CH3:15])[CH3:14])=[O:11])[CH2:6][CH2:5]2)=[CH:29][CH:30]=1)[C:18]1[CH:19]=[CH:20][CH:21]=[CH:22][CH:23]=1. Given the reactants Br[CH2:2][CH2:3][CH:4]1[CH2:9][CH2:8][N:7]([C:10]([O:12][C:13]([CH3:16])([CH3:15])[CH3:14])=[O:11])[CH2:6][CH2:5]1.[CH2:17]([O:24][C:25]1[CH:30]=[CH:29][C:28]([OH:31])=[CH:27][CH:26]=1)[C:18]1[CH:23]=[CH:22][CH:21]=[CH:20][CH:19]=1.C([O-])([O-])=O.[K+].[K+], predict the reaction product. (2) Given the reactants [C:1]([OH:6])(=[O:5])[C:2]([CH3:4])=[CH2:3].O[CH2:8][CH2:9][CH2:10][CH2:11][CH2:12][CH2:13][O:14][C:15]1[CH:20]=[CH:19][C:18](/[CH:21]=[CH:22]/[C:23]([O:25][CH3:26])=[O:24])=[CH:17][CH:16]=1.C1(N=C=NC2CCCCC2)CCCCC1, predict the reaction product. The product is: [CH3:3][C:2](=[CH2:4])[C:1]([O:6][CH2:8][CH2:9][CH2:10][CH2:11][CH2:12][CH2:13][O:14][C:15]1[CH:16]=[CH:17][C:18](/[CH:21]=[CH:22]/[C:23]([O:25][CH3:26])=[O:24])=[CH:19][CH:20]=1)=[O:5]. (3) The product is: [CH3:1][N:2]([CH2:13][C:14]1[N:18]([CH2:19][C@H:20]2[CH2:25][CH2:24][CH2:23][N:22]([CH2:26][C@H:27]3[CH2:31][CH2:30][CH2:29][N:28]3[CH3:36])[CH2:21]2)[C:17]2[CH:32]=[CH:33][CH:34]=[CH:35][C:16]=2[N:15]=1)[C@@H:3]1[C:12]2[N:11]=[CH:10][CH:9]=[CH:8][C:7]=2[CH2:6][CH2:5][CH2:4]1. Given the reactants [CH3:1][N:2]([CH2:13][C:14]1[N:18]([CH2:19][C@H:20]2[CH2:25][CH2:24][CH2:23][N:22]([CH2:26][C@H:27]3[CH2:31][CH2:30][CH2:29][NH:28]3)[CH2:21]2)[C:17]2[CH:32]=[CH:33][CH:34]=[CH:35][C:16]=2[N:15]=1)[C@@H:3]1[C:12]2[N:11]=[CH:10][CH:9]=[CH:8][C:7]=2[CH2:6][CH2:5][CH2:4]1.[CH3:36]N(CC1N(CC2CCCN(C)C2)C2C=CC=CC=2N=1)C1C2N=CC=CC=2CCC1, predict the reaction product. (4) Given the reactants Cl.[Cl:2][C:3]1[N:4]=[C:5]([N:12]2[CH2:17][CH2:16][NH:15][CH2:14][CH2:13]2)[C:6]2[O:11][CH:10]=[CH:9][C:7]=2[N:8]=1.ClC1N=C(Cl)C2OC=CC=2N=1.N1CCNCC1.[CH3:35][S:36](Cl)(=[O:38])=[O:37], predict the reaction product. The product is: [Cl:2][C:3]1[N:4]=[C:5]([N:12]2[CH2:17][CH2:16][N:15]([S:36]([CH3:35])(=[O:38])=[O:37])[CH2:14][CH2:13]2)[C:6]2[O:11][CH:10]=[CH:9][C:7]=2[N:8]=1.